From a dataset of Retrosynthesis with 50K atom-mapped reactions and 10 reaction types from USPTO. Predict the reactants needed to synthesize the given product. Given the product O=C(NN=Cc1ncccc1O)Nc1ccccc1, predict the reactants needed to synthesize it. The reactants are: NNC(=O)Nc1ccccc1.O=Cc1ncccc1O.